From a dataset of Catalyst prediction with 721,799 reactions and 888 catalyst types from USPTO. Predict which catalyst facilitates the given reaction. (1) Reactant: Cl[C:2]1[N:3]=[CH:4][C:5]([C:8]([O:10]C)=[O:9])=[N:6][CH:7]=1.C([O-])([O-])=O.[K+].[K+].[NH:18]1[CH:22]=[N:21][CH:20]=[N:19]1.Cl. Product: [N:18]1([C:2]2[N:3]=[CH:4][C:5]([C:8]([OH:10])=[O:9])=[N:6][CH:7]=2)[CH:22]=[N:21][CH:20]=[N:19]1. The catalyst class is: 9. (2) The catalyst class is: 399. Product: [Br:8][C:9]1[C:10]([CH3:23])=[C:11]([CH3:22])[C:12]2[O:16][C:15]([CH2:17][N:3]3[CH:7]=[CH:6][CH:5]=[N:4]3)([CH3:18])[CH2:14][C:13]=2[C:20]=1[CH3:21]. Reactant: [H-].[Na+].[NH:3]1[CH:7]=[CH:6][CH:5]=[N:4]1.[Br:8][C:9]1[C:10]([CH3:23])=[C:11]([CH3:22])[C:12]2[O:16][C:15]([CH2:18]I)([CH3:17])[CH2:14][C:13]=2[C:20]=1[CH3:21].[Cl-].[NH4+]. (3) Reactant: [C:1]([O:5][C:6]([N:8]1[CH2:12][CH2:11][CH2:10][C@@H:9]1[CH2:13][O:14][C:15]1[CH:16]=[N+:17]([O-])[CH:18]=[C:19]([Cl:21])[CH:20]=1)=[O:7])([CH3:4])([CH3:3])[CH3:2].[CH2:23]([N:25](CC)CC)C.C[Si](C#N)(C)C.[OH-].[Na+]. Product: [Cl:21][C:19]1[CH:20]=[C:15]([O:14][CH2:13][C@H:9]2[CH2:10][CH2:11][CH2:12][N:8]2[C:6]([O:5][C:1]([CH3:4])([CH3:3])[CH3:2])=[O:7])[C:16]([C:23]#[N:25])=[N:17][CH:18]=1. The catalyst class is: 115. (4) Reactant: [OH:1][CH2:2][CH:3]1[CH2:8][CH2:7][N:6]([C:9]([O:11][C:12]([CH3:15])([CH3:14])[CH3:13])=[O:10])[CH2:5][CH2:4]1.[Br:16][C:17]1[CH:18]=[C:19](O)[CH:20]=[CH:21][CH:22]=1.C1C=CC(P(C2C=CC=CC=2)C2C=CC=CC=2)=CC=1.CCOC(/N=N/C(OCC)=O)=O. Product: [Br:16][C:17]1[CH:22]=[C:21]([CH:20]=[CH:19][CH:18]=1)[O:1][CH2:2][CH:3]1[CH2:8][CH2:7][N:6]([C:9]([O:11][C:12]([CH3:15])([CH3:14])[CH3:13])=[O:10])[CH2:5][CH2:4]1. The catalyst class is: 1.